Dataset: Full USPTO retrosynthesis dataset with 1.9M reactions from patents (1976-2016). Task: Predict the reactants needed to synthesize the given product. (1) Given the product [CH3:1][O:2][N:3]=[C:4]1[CH2:8][C@@H:7]([C:9]2[O:13][N:12]=[C:11]([CH:14]3[CH2:19][CH2:18][N:17]([CH3:34])[CH2:16][CH2:15]3)[N:10]=2)[N:6]([C:20]([C:22]2[CH:23]=[CH:24][C:25]([C:28]3[CH:33]=[CH:32][CH:31]=[CH:30][CH:29]=3)=[CH:26][CH:27]=2)=[O:21])[CH2:5]1, predict the reactants needed to synthesize it. The reactants are: [CH3:1][O:2][N:3]=[C:4]1[CH2:8][C@@H:7]([C:9]2[O:13][N:12]=[C:11]([CH:14]3[CH2:19][CH2:18][NH:17][CH2:16][CH2:15]3)[N:10]=2)[N:6]([C:20]([C:22]2[CH:27]=[CH:26][C:25]([C:28]3[CH:33]=[CH:32][CH:31]=[CH:30][CH:29]=3)=[CH:24][CH:23]=2)=[O:21])[CH2:5]1.[CH2:34](N(CC)CC)C.CI.C(=O)([O-])[O-].[Na+].[Na+]. (2) Given the product [OH:21][C:3]1[C:4]([C:12]([NH:14][CH2:15][C:16]([O:18][CH2:19][CH3:20])=[O:17])=[O:13])=[C:5]2[C:10](=[CH:11][C:2]=1[C:27]1[N:32]=[CH:31][CH:30]=[CH:29][N:28]=1)[N:9]=[CH:8][CH:7]=[N:6]2, predict the reactants needed to synthesize it. The reactants are: Br[C:2]1[CH:11]=[C:10]2[C:5]([N:6]=[CH:7][CH:8]=[N:9]2)=[C:4]([C:12]([NH:14][CH2:15][C:16]([O:18][CH2:19][CH3:20])=[O:17])=[O:13])[C:3]=1[OH:21].C([Sn](CCCC)(CCCC)[C:27]1[N:32]=[CH:31][CH:30]=[CH:29][N:28]=1)CCC.